Dataset: Peptide-MHC class I binding affinity with 185,985 pairs from IEDB/IMGT. Task: Regression. Given a peptide amino acid sequence and an MHC pseudo amino acid sequence, predict their binding affinity value. This is MHC class I binding data. (1) The MHC is HLA-A26:01 with pseudo-sequence HLA-A26:01. The peptide sequence is NPLEIYQEI. The binding affinity (normalized) is 0.0847. (2) The peptide sequence is DYAMHGTVF. The MHC is HLA-B40:01 with pseudo-sequence HLA-B40:01. The binding affinity (normalized) is 0.0847. (3) The peptide sequence is VIPDELIDV. The MHC is HLA-A02:01 with pseudo-sequence HLA-A02:01. The binding affinity (normalized) is 0.498. (4) The peptide sequence is QISQCQRINM. The MHC is HLA-A02:01 with pseudo-sequence HLA-A02:01. The binding affinity (normalized) is 0.0892. (5) The peptide sequence is LSDLCNFLV. The MHC is HLA-A02:11 with pseudo-sequence HLA-A02:11. The binding affinity (normalized) is 0.0847. (6) The peptide sequence is QVIEYLKPY. The MHC is HLA-B48:01 with pseudo-sequence HLA-B48:01. The binding affinity (normalized) is 0.0847. (7) The peptide sequence is RQLIRLLTWLF. The MHC is Mamu-A07 with pseudo-sequence Mamu-A07. The binding affinity (normalized) is 0.173. (8) The peptide sequence is LFLSFCSLF. The MHC is HLA-B57:01 with pseudo-sequence HLA-B57:01. The binding affinity (normalized) is 0.0847. (9) The MHC is HLA-A02:01 with pseudo-sequence HLA-A02:01. The binding affinity (normalized) is 0.922. The peptide sequence is LLNILTIAV. (10) The peptide sequence is AMDSNTLEL. The MHC is HLA-A02:02 with pseudo-sequence HLA-A02:02. The binding affinity (normalized) is 0.488.